This data is from Forward reaction prediction with 1.9M reactions from USPTO patents (1976-2016). The task is: Predict the product of the given reaction. (1) Given the reactants C([NH:5][C:6]([NH:8][CH:9]([CH2:17]O)[CH2:10][C:11]1[CH:16]=[N:15][CH:14]=[CH:13][N:12]=1)=[S:7])(C)(C)C.[ClH:19], predict the reaction product. The product is: [ClH:19].[ClH:19].[N:12]1[CH:13]=[CH:14][N:15]=[CH:16][C:11]=1[CH2:10][CH:9]1[CH2:17][S:7][C:6]([NH2:5])=[N:8]1. (2) Given the reactants Cl[C:2]1[S:3][C:4]([CH2:7][NH:8][C:9](=[O:17])[C:10]2[CH:15]=[CH:14][CH:13]=[N:12][C:11]=2[NH2:16])=[CH:5][N:6]=1.[CH2:18]([OH:25])[C:19]1[CH:24]=[CH:23][CH:22]=[CH:21][CH:20]=1.CC(C)(C)[O-].[K+].COCCOC, predict the reaction product. The product is: [CH2:18]([O:25][C:2]1[S:3][C:4]([CH2:7][NH:8][C:9](=[O:17])[C:10]2[CH:15]=[CH:14][CH:13]=[N:12][C:11]=2[NH2:16])=[CH:5][N:6]=1)[C:19]1[CH:24]=[CH:23][CH:22]=[CH:21][CH:20]=1. (3) Given the reactants [Cl:1][C:2]1[CH:7]=[CH:6][C:5]([C@H:8]2[C@H:13]([OH:14])[C@@H:12]([OH:15])[C@H:11]([OH:16])[C@@H:10]([CH2:17]I)[O:9]2)=[CH:4][C:3]=1[CH2:19][C:20]1[CH:25]=[CH:24][C:23]([O:26][CH2:27][CH3:28])=[CH:22][CH:21]=1.Cl.[CH3:30][O:31][C:32](=[O:41])[C:33]1[CH:38]=[CH:37][CH:36]=[C:35]([NH:39][CH3:40])[CH:34]=1, predict the reaction product. The product is: [CH3:30][O:31][C:32](=[O:41])[C:33]1[CH:38]=[CH:37][CH:36]=[C:35]([N:39]([CH2:17][C@@H:10]2[C@@H:11]([OH:16])[C@H:12]([OH:15])[C@@H:13]([OH:14])[C@H:8]([C:5]3[CH:6]=[CH:7][C:2]([Cl:1])=[C:3]([CH2:19][C:20]4[CH:25]=[CH:24][C:23]([O:26][CH2:27][CH3:28])=[CH:22][CH:21]=4)[CH:4]=3)[O:9]2)[CH3:40])[CH:34]=1. (4) Given the reactants C([O:3][C:4](=O)[CH2:5][CH:6]1[S:10][C:9]([C:11]2[NH:12][C:13]3[C:18]([CH:19]=2)=[CH:17][C:16]([O:20][C:21]2[CH:26]=[CH:25][C:24]([S:27]([CH3:30])(=[O:29])=[O:28])=[CH:23][N:22]=2)=[CH:15][C:14]=3[O:31][CH:32]2[CH2:37][CH2:36][O:35][CH2:34][CH2:33]2)=[N:8][CH2:7]1)C.[BH4-].[Li+].O.C(OCC)(=O)C, predict the reaction product. The product is: [CH3:30][S:27]([C:24]1[CH:25]=[CH:26][C:21]([O:20][C:16]2[CH:17]=[C:18]3[C:13](=[C:14]([O:31][CH:32]4[CH2:37][CH2:36][O:35][CH2:34][CH2:33]4)[CH:15]=2)[NH:12][C:11]([C:9]2[S:10][CH:6]([CH2:5][CH2:4][OH:3])[CH2:7][N:8]=2)=[CH:19]3)=[N:22][CH:23]=1)(=[O:28])=[O:29]. (5) Given the reactants [O:1]([C:8]1[CH:13]=[CH:12][C:11]([CH2:14][OH:15])=[CH:10][CH:9]=1)[C:2]1[CH:7]=[CH:6][CH:5]=[CH:4][CH:3]=1.Cl[C:17]1[CH:27]=[C:21]2[N:22]([CH3:26])[CH2:23][CH2:24][CH2:25][N:20]2[C:19](=[O:28])[N:18]=1, predict the reaction product. The product is: [CH3:26][N:22]1[CH2:23][CH2:24][CH2:25][N:20]2[C:19](=[O:28])[N:18]=[C:17]([O:15][CH2:14][C:11]3[CH:10]=[CH:9][C:8]([O:1][C:2]4[CH:7]=[CH:6][CH:5]=[CH:4][CH:3]=4)=[CH:13][CH:12]=3)[CH:27]=[C:21]12. (6) Given the reactants [NH2:1][C:2]1[S:3][C:4]([C:10]2[C:15]([F:16])=[CH:14][C:13]([C:17]([OH:20])([CH3:19])[CH3:18])=[CH:12][C:11]=2[F:21])=[CH:5][C:6]=1[C:7]([NH2:9])=[O:8].Cl[C:23]1[N:24]=[N:25][C:26]([O:29][CH2:30][CH2:31][Si:32]([CH3:35])([CH3:34])[CH3:33])=[CH:27][CH:28]=1, predict the reaction product. The product is: [F:16][C:15]1[CH:14]=[C:13]([C:17]([OH:20])([CH3:18])[CH3:19])[CH:12]=[C:11]([F:21])[C:10]=1[C:4]1[S:3][C:2]([NH:1][C:23]2[N:24]=[N:25][C:26]([O:29][CH2:30][CH2:31][Si:32]([CH3:35])([CH3:34])[CH3:33])=[CH:27][CH:28]=2)=[C:6]([C:7]([NH2:9])=[O:8])[CH:5]=1. (7) Given the reactants [CH3:1][N:2]1CC[O:5][CH2:4][CH2:3]1.[C:8]([O:12][C:13]([N:15]1[CH2:20][CH2:19][C:18](=[C:21]([Br:31])[C:22]2[CH:27]=[CH:26][C:25]([C:28](O)=[O:29])=[CH:24][CH:23]=2)[CH2:17][CH2:16]1)=[O:14])([CH3:11])([CH3:10])[CH3:9].CN(C(ON1N=NC2C=CC=CC1=2)=[N+](C)C)C.[B-](F)(F)(F)F.CNCCO, predict the reaction product. The product is: [C:8]([O:12][C:13]([N:15]1[CH2:20][CH2:19][C:18](=[C:21]([Br:31])[C:22]2[CH:27]=[CH:26][C:25]([C:28](=[O:29])[N:2]([CH2:3][CH2:4][OH:5])[CH3:1])=[CH:24][CH:23]=2)[CH2:17][CH2:16]1)=[O:14])([CH3:9])([CH3:10])[CH3:11]. (8) Given the reactants [NH2:1][C:2]1[N:3]=[CH:4][C:5]([C:20]2[CH:21]=[N:22][N:23]([CH:25]3[CH2:30][CH2:29][N:28](C(OC(C)(C)C)=O)[CH2:27][CH2:26]3)[CH:24]=2)=[C:6]2[CH:10]=[C:9]([C:11]3[C:19]4[S:18][CH:17]=[CH:16][C:15]=4[CH:14]=[CH:13][CH:12]=3)[O:8][C:7]=12.Cl, predict the reaction product. The product is: [NH2:1][C:2]1[N:3]=[CH:4][C:5]([C:20]2[CH:21]=[N:22][N:23]([CH:25]3[CH2:30][CH2:29][NH:28][CH2:27][CH2:26]3)[CH:24]=2)=[C:6]2[CH:10]=[C:9]([C:11]3[C:19]4[S:18][CH:17]=[CH:16][C:15]=4[CH:14]=[CH:13][CH:12]=3)[O:8][C:7]=12. (9) Given the reactants [Cl:1][C:2]1[S:10][C:9]2[S:8](=[O:12])(=[O:11])[NH:7][CH2:6][C@@H:5]([OH:13])[C:4]=2[CH:3]=1.CC(OI1(OC(C)=O)(OC(C)=O)OC(=O)C2C=CC=CC1=2)=O, predict the reaction product. The product is: [Cl:1][C:2]1[S:10][C:9]2[S:8](=[O:11])(=[O:12])[NH:7][CH2:6][C:5](=[O:13])[C:4]=2[CH:3]=1. (10) Given the reactants [CH2:1]([N:3]1[C:7]([CH3:8])=[CH:6][C:5]([C:9]([CH2:11][C@H:12]2[N:15]([C:16](=P(CCCC)(CCCC)CCCC)[C:17]([O:19][CH2:20][CH:21]=[CH2:22])=[O:18])[C:14](=[O:36])[C@@H:13]2[C@H:37]([OH:39])[CH3:38])=O)=[N:4]1)[CH3:2].C1(C=CC(O)=CC=1)O.C(OCC)(=O)C.CCCCCC.C(OCC)(=O)C, predict the reaction product. The product is: [OH:39][C@@H:37]([C@H:13]1[C:14](=[O:36])[N:15]2[C:16]([C:17]([O:19][CH2:20][CH:21]=[CH2:22])=[O:18])=[C:9]([C:5]3[CH:6]=[C:7]([CH3:8])[N:3]([CH2:1][CH3:2])[N:4]=3)[CH2:11][C@H:12]12)[CH3:38].